Dataset: Catalyst prediction with 721,799 reactions and 888 catalyst types from USPTO. Task: Predict which catalyst facilitates the given reaction. The catalyst class is: 3. Product: [F:1][C@H:2]1[C@@H:7]([O:8][C:9]2[CH:16]=[CH:15][C:14]([C:17]3[N:22]=[C:21]([NH:23][C:24]4[CH:29]=[CH:28][C:27]([N:30]5[CH2:31][CH2:32][N:33]([CH:36]6[CH2:39][O:38][CH2:37]6)[CH2:34][CH2:35]5)=[CH:26][CH:25]=4)[N:20]=[CH:19][N:18]=3)=[CH:13][C:10]=2[C:11]#[N:12])[CH2:6][CH2:5][N:4]([C:49]([C@H:48]2[CH2:52][CH2:53][CH2:54][NH:47]2)=[O:50])[CH2:3]1. Reactant: [F:1][C@H:2]1[C@@H:7]([O:8][C:9]2[CH:16]=[CH:15][C:14]([C:17]3[N:22]=[C:21]([NH:23][C:24]4[CH:29]=[CH:28][C:27]([N:30]5[CH2:35][CH2:34][N:33]([CH:36]6[CH2:39][O:38][CH2:37]6)[CH2:32][CH2:31]5)=[CH:26][CH:25]=4)[N:20]=[CH:19][N:18]=3)=[CH:13][C:10]=2[C:11]#[N:12])[CH2:6][CH2:5][NH:4][CH2:3]1.C([N:47]1[CH2:54][CH2:53][CH2:52][C@@H:48]1[C:49](O)=[O:50])(OC(C)(C)C)=O.CN(C(ON1N=NC2C=CC=NC1=2)=[N+](C)C)C.F[P-](F)(F)(F)(F)F.